Dataset: Reaction yield outcomes from USPTO patents with 853,638 reactions. Task: Predict the reaction yield, written as a fraction of the theoretical maximum amount of product (1.0 means a 100% yield; for example, 0.34 means a 34% yield). (1) The catalyst is O1CCCC1. The product is [CH2:1]([O:8][C:9]([N:11]1[CH2:15][CH2:14][C@H:13]([O:16][CH2:17][CH2:18][O:19][CH2:20][CH2:21][O:22][CH2:26][C:27]([O:29][CH2:30][CH3:31])=[O:28])[CH2:12]1)=[O:10])[C:2]1[CH:7]=[CH:6][CH:5]=[CH:4][CH:3]=1. The yield is 0.800. The reactants are [CH2:1]([O:8][C:9]([N:11]1[CH2:15][CH2:14][C@H:13]([O:16][CH2:17][CH2:18][O:19][CH2:20][CH2:21][OH:22])[CH2:12]1)=[O:10])[C:2]1[CH:7]=[CH:6][CH:5]=[CH:4][CH:3]=1.[H-].[Na+].Br[CH2:26][C:27]([O:29][CH2:30][CH3:31])=[O:28].[Cl-].[NH4+]. (2) The reactants are [F:1][CH:2]([F:14])[C:3]1[NH:7][C:6]2[CH:8]=[CH:9][CH:10]=[C:11]([O:12][CH3:13])[C:5]=2[N:4]=1.[Cl:15][C:16]1[N:21]=[C:20](Cl)[N:19]=[C:18]([N:23]2[CH2:28][CH2:27][O:26][CH2:25][CH2:24]2)[N:17]=1.C([O-])([O-])=O.[K+].[K+]. The catalyst is CN(C=O)C.O. The product is [Cl:15][C:16]1[N:17]=[C:18]([N:23]2[CH2:24][CH2:25][O:26][CH2:27][CH2:28]2)[N:19]=[C:20]([N:7]2[C:6]3[CH:8]=[CH:9][CH:10]=[C:11]([O:12][CH3:13])[C:5]=3[N:4]=[C:3]2[CH:2]([F:1])[F:14])[N:21]=1. The yield is 0.860. (3) The reactants are [H-].[Li+].C([Al+]CC(C)C)C(C)C.[H-].C([O:16][C:17](=O)[C:18]1[CH:23]=[CH:22][CH:21]=[C:20]([Cl:24])[C:19]=1[O:25][CH2:26][CH2:27][CH3:28])CC. The catalyst is C1COCC1. The product is [Cl:24][C:20]1[C:19]([O:25][CH2:26][CH2:27][CH3:28])=[C:18]([CH2:17][OH:16])[CH:23]=[CH:22][CH:21]=1. The yield is 0.560. (4) The reactants are [CH:1]([C:4]1[CH:9]=[CH:8][C:7]([S:10]([NH:13][C:14]2[CH:22]=[CH:21][CH:20]=[C:19]3[C:15]=2[CH2:16][CH:17]([CH2:23][NH2:24])[CH2:18]3)(=[O:12])=[O:11])=[CH:6][CH:5]=1)([CH3:3])[CH3:2].[CH2:25](Br)[CH:26]=[CH2:27].C(N(CC)CC)C. The catalyst is CN(C=O)C. The product is [CH:1]([C:4]1[CH:5]=[CH:6][C:7]([S:10]([NH:13][C:14]2[CH:22]=[CH:21][CH:20]=[C:19]3[C:15]=2[CH2:16][CH:17]([CH2:23][NH:24][CH2:27][CH:26]=[CH2:25])[CH2:18]3)(=[O:12])=[O:11])=[CH:8][CH:9]=1)([CH3:3])[CH3:2]. The yield is 0.0600. (5) The reactants are [OH:1][C:2]1[C:11]2[C:6](=[CH:7][CH:8]=[C:9]([CH3:12])[CH:10]=2)[NH:5][C:4](=[S:13])[C:3]=1[C:14]([C:16]1[CH:21]=[CH:20][C:19]([CH3:22])=[CH:18][CH:17]=1)=O.[NH2:23]OS(O)(=O)=O.[OH-].[Li+]. The catalyst is CO. The product is [CH3:12][C:9]1[CH:10]=[C:11]2[C:6](=[CH:7][CH:8]=1)[NH:5][C:4]1[S:13][N:23]=[C:14]([C:16]3[CH:21]=[CH:20][C:19]([CH3:22])=[CH:18][CH:17]=3)[C:3]=1[C:2]2=[O:1]. The yield is 0.550. (6) The reactants are Cl[CH2:2][C:3]([N:5]1[C:14]2[C:9](=[CH:10][CH:11]=[CH:12][CH:13]=2)[CH2:8][CH2:7][CH2:6]1)=[O:4].[Cl:15][C:16]1[C:21]2[N:22]=[C:23]([SH:25])[S:24][C:20]=2[CH:19]=[CH:18][CH:17]=1. No catalyst specified. The product is [Cl:15][C:16]1[C:21]2[N:22]=[C:23]([S:25][CH2:2][C:3]([N:5]3[C:14]4[C:9](=[CH:10][CH:11]=[CH:12][CH:13]=4)[CH2:8][CH2:7][CH2:6]3)=[O:4])[S:24][C:20]=2[CH:19]=[CH:18][CH:17]=1. The yield is 0.720.